Dataset: Reaction yield outcomes from USPTO patents with 853,638 reactions. Task: Predict the reaction yield, written as a fraction of the theoretical maximum amount of product (1.0 means a 100% yield; for example, 0.34 means a 34% yield). (1) The reactants are C(C1C=C(NC2N=C(NC3C=CC=C(C(O)=O)C=3)C(F)=CN=2)C=CC=1)(O)=O.[OH:28][C:29]1[CH:30]=[C:31]([NH:39][C:40]2[N:45]=[C:44]([NH:46][C:47]3[CH:52]=[CH:51][C:50]([C:53]([O:55]C)=[O:54])=[C:49]([OH:57])[CH:48]=3)[C:43]([F:58])=[CH:42][N:41]=2)[CH:32]=[CH:33][C:34]=1[C:35]([O:37]C)=[O:36].[OH-].[Na+]. The product is [OH:28][C:29]1[CH:30]=[C:31]([NH:39][C:40]2[N:45]=[C:44]([NH:46][C:47]3[CH:52]=[CH:51][C:50]([C:53]([OH:55])=[O:54])=[C:49]([OH:57])[CH:48]=3)[C:43]([F:58])=[CH:42][N:41]=2)[CH:32]=[CH:33][C:34]=1[C:35]([OH:37])=[O:36]. No catalyst specified. The yield is 0.770. (2) The reactants are [CH2:1]([O:3][C:4]([C:6]1[S:10][C:9]([NH2:11])=[N:8][CH:7]=1)=[O:5])[CH3:2].[C:12]([O:16][C:17]([O:19]C(OC(C)(C)C)=O)=[O:18])([CH3:15])([CH3:14])[CH3:13].O1CCC[CH2:28]1. The catalyst is CN(C)C1C=CN=CC=1. The product is [CH2:1]([O:3][C:4]([C:6]1[S:10][C:9]([NH:11][O:19][C:17]([O:16][C:12]([CH3:15])([CH3:14])[CH3:13])=[O:18])=[N:8][C:7]=1[CH3:28])=[O:5])[CH3:2]. The yield is 0.700. (3) The reactants are [OH:1][C:2]1[CH:7]=[CH:6][C:5]([C:8](=[C:21]2[CH2:26][C:25]([CH3:28])([CH3:27])[CH2:24][C:23]([CH3:30])([CH3:29])[CH2:22]2)[C:9]2[CH:14]=[CH:13][C:12]([CH2:15][CH2:16][C:17](OC)=[O:18])=[CH:11][CH:10]=2)=[CH:4][CH:3]=1.[H-].[H-].[H-].[H-].[Li+].[Al+3].CCOC(C)=O.Cl. The catalyst is C1COCC1. The product is [OH:18][CH2:17][CH2:16][CH2:15][C:12]1[CH:13]=[CH:14][C:9]([C:8](=[C:21]2[CH2:22][C:23]([CH3:30])([CH3:29])[CH2:24][C:25]([CH3:28])([CH3:27])[CH2:26]2)[C:5]2[CH:4]=[CH:3][C:2]([OH:1])=[CH:7][CH:6]=2)=[CH:10][CH:11]=1. The yield is 0.920. (4) The reactants are [Cl:1][C:2]1[CH:7]=[CH:6][C:5]([C:8]2[CH:13]=[CH:12][CH:11]=[CH:10][C:9]=2[C@H:14]([OH:32])[CH:15]2[CH2:20][CH2:19][N:18]([C:21]3[CH:31]=[CH:30][C:24]([C:25]([O:27]CC)=[O:26])=[CH:23][CH:22]=3)[CH2:17][CH2:16]2)=[CH:4][CH:3]=1.O.CO. The catalyst is C1COCC1. The product is [Cl:1][C:2]1[CH:3]=[CH:4][C:5]([C:8]2[CH:13]=[CH:12][CH:11]=[CH:10][C:9]=2[C@H:14]([OH:32])[CH:15]2[CH2:20][CH2:19][N:18]([C:21]3[CH:22]=[CH:23][C:24]([C:25]([OH:27])=[O:26])=[CH:30][CH:31]=3)[CH2:17][CH2:16]2)=[CH:6][CH:7]=1. The yield is 0.790.